From a dataset of Catalyst prediction with 721,799 reactions and 888 catalyst types from USPTO. Predict which catalyst facilitates the given reaction. Reactant: [CH2:1]([C:5]12[CH2:17][CH2:16][C:15](=[O:18])[C:14]([CH3:19])=[C:13]1[C:12]1[C:7](=[CH:8][C:9]([O:20][CH2:21][O:22][CH3:23])=[CH:10][CH:11]=1)[CH2:6]2)[CH2:2][CH2:3][CH3:4].[Li+].CC([N-]C(C)C)C.C(=O)=O.CC(C)=O.Cl[Si:40]([CH3:43])([CH3:42])[CH3:41].C([O-])(O)=O.[Na+]. Product: [CH2:1]([C:5]12[CH2:17][CH:16]=[C:15]([O:18][Si:40]([CH3:43])([CH3:42])[CH3:41])[C:14]([CH3:19])=[C:13]1[C:12]1[C:7](=[CH:8][C:9]([O:20][CH2:21][O:22][CH3:23])=[CH:10][CH:11]=1)[CH2:6]2)[CH2:2][CH2:3][CH3:4]. The catalyst class is: 49.